From a dataset of Reaction yield outcomes from USPTO patents with 853,638 reactions. Predict the reaction yield, written as a fraction of the theoretical maximum amount of product (1.0 means a 100% yield; for example, 0.34 means a 34% yield). (1) The reactants are [F:1][C:2]([F:18])([F:17])[C:3]1[CH:4]=[C:5]([CH2:13][CH2:14][CH2:15]O)[CH:6]=[C:7]([C:9]([F:12])([F:11])[F:10])[CH:8]=1.C(Br)(Br)(Br)[Br:20].C1(P(C2C=CC=CC=2)C2C=CC=CC=2)C=CC=CC=1. The catalyst is C(Cl)Cl.CCCCC.C([O-])(O)=O.[Na+]. The product is [F:1][C:2]([F:18])([F:17])[C:3]1[CH:4]=[C:5]([CH2:13][CH2:14][CH2:15][Br:20])[CH:6]=[C:7]([C:9]([F:12])([F:11])[F:10])[CH:8]=1. The yield is 0.740. (2) The reactants are [NH2:1][C:2]1[CH:7]=[CH:6][C:5]([CH2:8][CH2:9][C:10]([NH2:12])=[O:11])=[CH:4][C:3]=1Br.[C:14]1(B2OC(C)(C)C(C)(C)O2)[CH2:19][CH2:18][CH2:17][CH2:16][CH:15]=1.C([O-])([O-])=O.[Na+].[Na+]. The catalyst is O1CCOCC1.[Cl-].[Na+].O.C1C=CC([P]([Pd]([P](C2C=CC=CC=2)(C2C=CC=CC=2)C2C=CC=CC=2)([P](C2C=CC=CC=2)(C2C=CC=CC=2)C2C=CC=CC=2)[P](C2C=CC=CC=2)(C2C=CC=CC=2)C2C=CC=CC=2)(C2C=CC=CC=2)C2C=CC=CC=2)=CC=1. The product is [NH2:1][C:2]1[CH:7]=[CH:6][C:5]([CH2:8][CH2:9][C:10]([NH2:12])=[O:11])=[CH:4][C:3]=1[C:14]1[CH2:19][CH2:18][CH2:17][CH2:16][CH:15]=1. The yield is 0.880. (3) The reactants are [CH3:1][C:2]([CH3:39])([CH3:38])[C:3]([O:5][C:6]1[CH:11]=[CH:10][C:9]([C:12]([C:25]2[CH:30]=[CH:29][C:28]([O:31][C:32](=[O:37])[C:33]([CH3:36])([CH3:35])[CH3:34])=[CH:27][CH:26]=2)=[C:13]([C:18]2[CH:23]=[CH:22][CH:21]=[C:20]([OH:24])[CH:19]=2)[CH2:14][CH2:15][CH2:16][CH3:17])=[CH:8][CH:7]=1)=[O:4].C([O-])([O-])=O.[K+].[K+].O.Cl.Cl[CH2:49][CH2:50][N:51]([CH3:53])[CH3:52]. The catalyst is CC(C)=O. The product is [CH3:34][C:33]([CH3:36])([CH3:35])[C:32]([O:31][C:28]1[CH:27]=[CH:26][C:25]([C:12]([C:9]2[CH:8]=[CH:7][C:6]([O:5][C:3](=[O:4])[C:2]([CH3:38])([CH3:1])[CH3:39])=[CH:11][CH:10]=2)=[C:13]([C:18]2[CH:23]=[CH:22][CH:21]=[C:20]([O:24][CH2:49][CH2:50][N:51]([CH3:53])[CH3:52])[CH:19]=2)[CH2:14][CH2:15][CH2:16][CH3:17])=[CH:30][CH:29]=1)=[O:37]. The yield is 0.430.